Dataset: Full USPTO retrosynthesis dataset with 1.9M reactions from patents (1976-2016). Task: Predict the reactants needed to synthesize the given product. (1) Given the product [CH2:23]([N:15]([CH2:16][C:17]1[CH:22]=[CH:21][CH:20]=[CH:19][CH:18]=1)[CH:11]1[C:5]2([CH2:10][CH2:9][CH2:8][CH2:7][CH2:6]2)[O:4][C:3]2[CH:30]=[CH:31][CH:32]=[CH:33][C:2]=2[NH:1][C:12]1=[O:13])[C:24]1[CH:25]=[CH:26][CH:27]=[CH:28][CH:29]=1, predict the reactants needed to synthesize it. The reactants are: [NH2:1][C:2]1[CH:33]=[CH:32][CH:31]=[CH:30][C:3]=1[O:4][C:5]1([CH:11]([N:15]([CH2:23][C:24]2[CH:29]=[CH:28][CH:27]=[CH:26][CH:25]=2)[CH2:16][C:17]2[CH:22]=[CH:21][CH:20]=[CH:19][CH:18]=2)[C:12](O)=[O:13])[CH2:10][CH2:9][CH2:8][CH2:7][CH2:6]1.C1C=CC2N(O)N=NC=2C=1.O.CCN=C=NCCCN(C)C. (2) Given the product [F:22][C:16]1[C:17]([F:21])=[CH:18][CH:19]=[CH:20][C:15]=1[CH:13]1[CH2:12][N:11]([CH2:23][CH2:24][O:25][CH3:26])[C:10](=[O:27])[CH:9]([NH:8][C:38]([N:56]2[CH2:57][CH2:58][CH:53]([N:45]3[C:46]4[C:47](=[N:48][CH:49]=[CH:50][CH:51]=4)[NH:52][C:44]3=[O:43])[CH2:54][CH2:55]2)=[O:39])[CH2:14]1, predict the reactants needed to synthesize it. The reactants are: C(N(CC)CC)C.[NH2:8][CH:9]1[CH2:14][CH:13]([C:15]2[CH:20]=[CH:19][CH:18]=[C:17]([F:21])[C:16]=2[F:22])[CH2:12][N:11]([CH2:23][CH2:24][O:25][CH3:26])[C:10]1=[O:27].C1C([N+]([O-])=O)=CC=C([Cl-][C:38]([O-])=[O:39])C=1.Cl.Cl.[O:43]=[C:44]1[NH:52][C:47]2=[N:48][CH:49]=[CH:50][CH:51]=[C:46]2[N:45]1[CH:53]1[CH2:58][CH2:57][NH:56][CH2:55][CH2:54]1.C(=O)(O)[O-].[Na+]. (3) Given the product [NH2:9][C:6]1[CH:5]=[C:4]([F:12])[C:3]([CH2:13][C:14]#[N:15])=[C:2]([Br:1])[C:7]=1[Br:8], predict the reactants needed to synthesize it. The reactants are: [Br:1][C:2]1[C:7]([Br:8])=[C:6]([N+:9]([O-])=O)[CH:5]=[C:4]([F:12])[C:3]=1[CH2:13][C:14]#[N:15].O.O.[Sn](Cl)Cl.[Sn](Cl)(Cl)(Cl)Cl.CCCCCC.C(OCC)(=O)C. (4) Given the product [Cl:8][C:6]1[CH:5]=[C:4]([C:9]2[O:13][N:12]=[CH:11][C:10]=2[CH2:14][CH2:15][CH2:16][OH:17])[CH:3]=[C:2]([Cl:1])[CH:7]=1, predict the reactants needed to synthesize it. The reactants are: [Cl:1][C:2]1[CH:3]=[C:4]([C:9]2[O:13][N:12]=[CH:11][C:10]=2[CH2:14][CH2:15][C:16](OC)=[O:17])[CH:5]=[C:6]([Cl:8])[CH:7]=1.[H-].C([Al+]CC(C)C)C(C)C.Cl. (5) Given the product [N:1]1([C:7](=[O:26])[CH2:8][CH2:9][N:10]2[C:22]3[C:21]4[CH:20]=[CH:19][CH:18]=[CH:17][C:16]=4[N:15]=[C:14]([NH2:50])[C:13]=3[N:12]=[C:11]2[CH2:23][CH2:24][CH3:25])[CH2:6][CH2:5][O:4][CH2:3][CH2:2]1, predict the reactants needed to synthesize it. The reactants are: [N:1]1([C:7](=[O:26])[CH2:8][CH2:9][N:10]2[C:22]3[C:21]4[CH:20]=[CH:19][CH:18]=[CH:17][C:16]=4[N:15]=[CH:14][C:13]=3[N:12]=[C:11]2[CH2:23][CH2:24][CH3:25])[CH2:6][CH2:5][O:4][CH2:3][CH2:2]1.C1C=C(Cl)C=C(C(OO)=O)C=1.C1(C)C=CC(S(Cl)(=O)=O)=CC=1.[OH-].[NH4+:50]. (6) The reactants are: [NH:1]1[C:5]2=[N:6][CH:7]=[CH:8][CH:9]=[C:4]2[CH:3]=[C:2]1[CH:10]=[O:11].[H-].[Na+].FC(F)(F)S(O[CH2:20][C:21]([F:24])([F:23])[F:22])(=O)=O. Given the product [F:22][C:21]([F:24])([F:23])[CH2:20][N:1]1[C:5]2=[N:6][CH:7]=[CH:8][CH:9]=[C:4]2[CH:3]=[C:2]1[CH:10]=[O:11], predict the reactants needed to synthesize it. (7) Given the product [F:1][C:2]1[CH:10]=[C:9]2[C:5]([C:6]([C:20]3[CH:24]=[N:23][N:22]([CH2:32][C:33]([NH2:35])=[O:34])[CH:21]=3)=[CH:7][N:8]2[S:11]([C:14]2[CH:15]=[CH:16][CH:17]=[CH:18][CH:19]=2)(=[O:12])=[O:13])=[CH:4][CH:3]=1, predict the reactants needed to synthesize it. The reactants are: [F:1][C:2]1[CH:10]=[C:9]2[C:5]([C:6]([C:20]3[CH:21]=[N:22][NH:23][CH:24]=3)=[CH:7][N:8]2[S:11]([C:14]2[CH:19]=[CH:18][CH:17]=[CH:16][CH:15]=2)(=[O:13])=[O:12])=[CH:4][CH:3]=1.C([O-])([O-])=O.[K+].[K+].Br[CH2:32][C:33]([NH2:35])=[O:34]. (8) Given the product [ClH:31].[CH2:22]([NH:21][C@H:18]1[CH2:19][CH2:20][N:16]([C:6]2[C:7]([C:8]([O:10][CH:11]([CH3:12])[CH3:13])=[O:9])=[CH:14][CH:15]=[CH:4][N:5]=2)[CH2:17]1)[CH3:23], predict the reactants needed to synthesize it. The reactants are: C([C:4]1[CH:15]=[CH:14][C:7]([C:8]([O:10][CH:11]([CH3:13])[CH3:12])=[O:9])=[C:6]([N:16]2[CH2:20][CH2:19][C@H:18]([N:21](C(OC(C)(C)C)=O)[CH2:22][CH3:23])[CH2:17]2)[N:5]=1)(C)C.[ClH:31].